Dataset: CYP2C19 inhibition data for predicting drug metabolism from PubChem BioAssay. Task: Regression/Classification. Given a drug SMILES string, predict its absorption, distribution, metabolism, or excretion properties. Task type varies by dataset: regression for continuous measurements (e.g., permeability, clearance, half-life) or binary classification for categorical outcomes (e.g., BBB penetration, CYP inhibition). Dataset: cyp2c19_veith. (1) The molecule is Cc1cc(C)nc(SCc2nnc(SCC(N)=O)n2Cc2ccco2)n1. The result is 0 (non-inhibitor). (2) The drug is CC(C)(C)NC(=S)Nc1ccc(Nc2ccccc2)cc1. The result is 1 (inhibitor). (3) The molecule is CCS(=O)(=O)N1CCN(c2c(Cl)cccc2[N+](=O)[O-])CC1. The result is 1 (inhibitor). (4) The molecule is COc1ccc(-n2c(=O)c(CCc3ccccc3)nc3cnc(N(C)C)nc32)cc1. The result is 0 (non-inhibitor).